Predict which catalyst facilitates the given reaction. From a dataset of Catalyst prediction with 721,799 reactions and 888 catalyst types from USPTO. (1) Reactant: [Si:1]([O-:5])([O-:4])([O-:3])[O-:2].[Na+:6].[Na+].[Na+].[Na+]. Product: [Si:1]([O-:5])([O-:4])([O-:3])[O-:2].[Na+:6].[Na+:6].[Na+:6].[Na+:6].[OH-:2].[Na+:6]. The catalyst class is: 6. (2) Reactant: [CH2:1]([C:3]1[CH:8]=[C:7]([O:9][CH3:10])[C:6]([F:11])=[CH:5][C:4]=1[C:12]1[CH:20]=[C:19]2[C:15]([CH:16]=[N:17][N:18]2C2CCCCO2)=[CH:14][CH:13]=1)[CH3:2].Cl. Product: [CH2:1]([C:3]1[CH:8]=[C:7]([O:9][CH3:10])[C:6]([F:11])=[CH:5][C:4]=1[C:12]1[CH:20]=[C:19]2[C:15]([CH:16]=[N:17][NH:18]2)=[CH:14][CH:13]=1)[CH3:2]. The catalyst class is: 5. (3) Reactant: [I:1][C:2]1[N:7]=[C:6]([C:8]2[CH:13]=[CH:12][CH:11]=[CH:10][CH:9]=2)[C:5]([OH:14])=[CH:4][CH:3]=1.C1[CH2:19][O:18][CH2:17]C1.CC([O-])(C)C.[K+].COCCl. Product: [I:1][C:2]1[N:7]=[C:6]([C:8]2[CH:13]=[CH:12][CH:11]=[CH:10][CH:9]=2)[C:5]([O:14][CH2:17][O:18][CH3:19])=[CH:4][CH:3]=1. The catalyst class is: 136. (4) Reactant: [Cl:1][C:2]1[CH:23]=[CH:22][C:5]([O:6][C:7]2[C:8](=[O:21])[NH:9][C:10](S(C)(=O)=O)=[N:11][C:12]=2[C:13]([F:16])([F:15])[F:14])=[CH:4][C:3]=1[C:24]([F:27])([F:26])[F:25].[NH2:28][C:29]1[CH:30]=[N:31][NH:32][CH:33]=1. Product: [Cl:1][C:2]1[CH:23]=[CH:22][C:5]([O:6][C:7]2[C:8](=[O:21])[NH:9][C:10]([NH:28][C:29]3[CH:30]=[N:31][NH:32][CH:33]=3)=[N:11][C:12]=2[C:13]([F:16])([F:15])[F:14])=[CH:4][C:3]=1[C:24]([F:27])([F:26])[F:25]. The catalyst class is: 11. (5) Reactant: [CH3:1][CH:2]([C:4](=O)[CH2:5][CH2:6][CH3:7])[CH3:3].[NH2:9][OH:10]. Product: [CH3:1][CH:2]([C:4](=[N:9][OH:10])[CH2:5][CH2:6][CH3:7])[CH3:3]. The catalyst class is: 480. (6) Reactant: [Cl:1][C:2]1[CH:7]=[CH:6][C:5]([CH2:8][C@@H:9]([NH:13][CH3:14])[C:10]([OH:12])=[O:11])=[CH:4][CH:3]=1.[OH-].[Li+].[C:17]1([C:40]2[CH:45]=[CH:44][CH:43]=[CH:42][CH:41]=2)[CH:22]=[CH:21][C:20]([C:23]2[O:24][C:25](=[O:39])[C:26](=[CH:28][C:29]3[CH:34]=[CH:33][CH:32]=[C:31]([C:35]([F:38])([F:37])[F:36])[CH:30]=3)[N:27]=2)=[CH:19][CH:18]=1.C1(C2C=CC=CC=2)C=CC(C(Cl)=O)=CC=1.ClC1C=CC(CC(NC)C(O)=O)=CC=1.FC(F)(F)C1C=C(C=CC=1)C=O.C(OC1C=CC(C=O)=CC=1)C1C=CC=CC=1. Product: [C:17]1([C:40]2[CH:45]=[CH:44][CH:43]=[CH:42][CH:41]=2)[CH:18]=[CH:19][C:20]([C:23]([NH:27][C:26](=[CH:28][C:29]2[CH:34]=[CH:33][CH:32]=[C:31]([C:35]([F:36])([F:37])[F:38])[CH:30]=2)[C:25]([CH2:14][NH:13][C@H:9]([CH2:8][C:5]2[CH:4]=[CH:3][C:2]([Cl:1])=[CH:7][CH:6]=2)[C:10]([OH:12])=[O:11])=[O:39])=[O:24])=[CH:21][CH:22]=1. The catalyst class is: 1. (7) Reactant: [CH3:1][CH:2]([OH:4])[CH3:3].[H-].[Na+].F[C:8]1[CH:9]=[C:10]([CH:13]=[C:14]([C:16]([F:19])([F:18])[F:17])[CH:15]=1)[C:11]#[N:12]. Product: [CH:2]([O:4][C:8]1[CH:9]=[C:10]([CH:13]=[C:14]([C:16]([F:17])([F:19])[F:18])[CH:15]=1)[C:11]#[N:12])([CH3:3])[CH3:1]. The catalyst class is: 3. (8) Reactant: [CH:1]([C:4]1[C:5]([O:16][CH2:17][CH2:18][CH2:19][CH3:20])=[C:6](B(O)O)[CH:7]=[C:8]([CH:10]([CH3:12])[CH3:11])[CH:9]=1)([CH3:3])[CH3:2].[C:21]([C:24]1[S:28][C:27]2[CH:29]=[CH:30][CH:31]=[C:32](I)[C:26]=2[CH:25]=1)(=[O:23])[CH3:22].C(=O)([O-])[O-].[Na+].[Na+].O. Product: [C:21]([C:24]1[S:28][C:27]2[CH:29]=[CH:30][CH:31]=[C:32]([C:6]3[CH:7]=[C:8]([CH:10]([CH3:12])[CH3:11])[CH:9]=[C:4]([CH:1]([CH3:2])[CH3:3])[C:5]=3[O:16][CH2:17][CH2:18][CH2:19][CH3:20])[C:26]=2[CH:25]=1)(=[O:23])[CH3:22]. The catalyst class is: 335.